From a dataset of Catalyst prediction with 721,799 reactions and 888 catalyst types from USPTO. Predict which catalyst facilitates the given reaction. (1) Reactant: [OH:1][C:2]1[CH:7]=[CH:6][N:5]=[C:4]([C:8]([O:10][CH3:11])=[O:9])[CH:3]=1.O[CH:13]1[CH2:18][CH2:17][N:16]([C:19]([O:21][C:22]([CH3:25])([CH3:24])[CH3:23])=[O:20])[CH2:15][CH2:14]1.C1(P(C2C=CC=CC=2)C2C=CC=CC=2)C=CC=CC=1.CC(OC(/N=N/C(OC(C)C)=O)=O)C. Product: [C:22]([O:21][C:19]([N:16]1[CH2:17][CH2:18][CH:13]([O:1][C:2]2[CH:7]=[CH:6][N:5]=[C:4]([C:8]([O:10][CH3:11])=[O:9])[CH:3]=2)[CH2:14][CH2:15]1)=[O:20])([CH3:25])([CH3:23])[CH3:24]. The catalyst class is: 1. (2) Reactant: [NH2:1][C:2]1[CH:7]=[C:6]([NH:8][C:9](=[O:18])[C:10]2[C:15]([Cl:16])=[CH:14][CH:13]=[CH:12][C:11]=2[Cl:17])[CH:5]=[CH:4][N:3]=1.[CH3:19][CH:20]([CH3:24])[C:21](N)=[O:22].C(=O)([O-])[O-].[Cs+].[Cs+].C1(P(C2C=CC=CC=2)C2C3OC4C(=CC=CC=4P(C4C=CC=CC=4)C4C=CC=CC=4)C(C)(C)C=3C=CC=2)C=CC=CC=1. Product: [Cl:16][C:15]1[CH:14]=[CH:13][CH:12]=[C:11]([Cl:17])[C:10]=1[C:9]([NH:8][C:6]1[CH:5]=[CH:4][N:3]=[C:2]([NH:1][C:21](=[O:22])[CH:20]([CH3:24])[CH3:19])[CH:7]=1)=[O:18]. The catalyst class is: 110. (3) Reactant: [F:1][C:2]1[CH:7]=[CH:6][C:5]([NH:8][C:9]([C:11]2[N:15]([CH3:16])[CH:14]=[C:13]([C:17](=[O:21])[C:18]([OH:20])=O)[CH:12]=2)=[O:10])=[CH:4][C:3]=1[CH3:22].[F:23][C:24]([F:29])([F:28])[C@H:25]([NH2:27])[CH3:26].C(N(CC)C(C)C)(C)C.F[P-](F)(F)(F)(F)F.N1(OC(N(C)C)=[N+](C)C)C2N=CC=CC=2N=N1. Product: [F:1][C:2]1[CH:7]=[CH:6][C:5]([NH:8][C:9]([C:11]2[N:15]([CH3:16])[CH:14]=[C:13]([C:17](=[O:21])[C:18](=[O:20])[NH:27][C@H:25]([CH3:26])[C:24]([F:29])([F:28])[F:23])[CH:12]=2)=[O:10])=[CH:4][C:3]=1[CH3:22]. The catalyst class is: 31. (4) Reactant: [NH2:1][C:2]1[CH:3]=[C:4]([C:9]2[CH:15]=[CH:14][C:12]([NH2:13])=[C:11]([NH2:16])[CH:10]=2)[CH:5]=[CH:6][C:7]=1[NH2:8].C(O)(=O)C. Product: [C:2](=[NH:1])([CH3:3])[CH3:7].[NH2:1][C:2]1[CH:3]=[C:4]([C:9]2[CH:15]=[CH:14][C:12]([NH2:13])=[C:11]([NH2:16])[CH:10]=2)[CH:5]=[CH:6][C:7]=1[NH2:8].[C:2](=[NH:1])([CH3:3])[CH3:7].[C:2](=[NH:1])([CH3:3])[CH3:7].[NH2:1][C:2]1[CH:3]=[C:4]([C:9]2[CH:15]=[CH:14][C:12]([NH2:13])=[C:11]([NH2:16])[CH:10]=2)[CH:5]=[CH:6][C:7]=1[NH2:8]. The catalyst class is: 21.